Dataset: Catalyst prediction with 721,799 reactions and 888 catalyst types from USPTO. Task: Predict which catalyst facilitates the given reaction. Product: [CH3:2][O:3][C:4](=[O:16])[CH:5]([N:15]1[CH2:51][C:50]([O:52][C:53]2[C:58]([F:59])=[CH:57][CH:56]=[CH:55][C:54]=2[F:60])=[CH:49][C:48]1=[O:61])[CH2:6][C:7]1[C:8]([Cl:14])=[CH:9][CH:10]=[CH:11][C:12]=1[Cl:13]. The catalyst class is: 10. Reactant: Cl.[CH3:2][O:3][C:4](=[O:16])[CH:5]([NH2:15])[CH2:6][C:7]1[C:12]([Cl:13])=[CH:11][CH:10]=[CH:9][C:8]=1[Cl:14].C(N(CC)C(C)C)(C)C.C1(C[C@H](N2[CH2:51][C:50]([O:52][C:53]3[C:58]([F:59])=[CH:57][CH:56]=[CH:55][C:54]=3[F:60])=[CH:49][C:48]2=[O:61])C(NC2C=CN(CC(O)(C)C)N=2)=O)CCCCC1.